This data is from Forward reaction prediction with 1.9M reactions from USPTO patents (1976-2016). The task is: Predict the product of the given reaction. (1) The product is: [CH2:31]([O:30][C:28]([N:27]=[S:25]([C:22]1[CH:21]=[CH:20][C:19]([NH:18][C:2]2[N:7]=[C:6]([NH:8][C@H:9]([CH3:12])[CH2:10][OH:11])[C:5]([C:13]3[S:14][CH:15]=[CH:16][CH:17]=3)=[CH:4][N:3]=2)=[CH:24][CH:23]=1)([CH3:33])=[O:26])=[O:29])[CH3:32]. Given the reactants Cl[C:2]1[N:7]=[C:6]([NH:8][C@H:9]([CH3:12])[CH2:10][OH:11])[C:5]([C:13]2[S:14][CH:15]=[CH:16][CH:17]=2)=[CH:4][N:3]=1.[NH2:18][C:19]1[CH:24]=[CH:23][C:22]([S:25]([CH3:33])(=[N:27][C:28]([O:30][CH2:31][CH3:32])=[O:29])=[O:26])=[CH:21][CH:20]=1, predict the reaction product. (2) Given the reactants [NH2:1][C:2]1[CH:3]=[C:4]([N:8]2[CH2:13][CH2:12][N:11]([CH2:14][CH2:15][O:16][C:17](=[O:28])[NH:18][C:19]3[CH:24]=[CH:23][CH:22]=[CH:21][C:20]=3[O:25][CH2:26][CH3:27])[CH2:10][CH2:9]2)[CH:5]=[CH:6][CH:7]=1.[C:29](Cl)(=[O:31])[CH3:30].O, predict the reaction product. The product is: [C:29]([NH:1][C:2]1[CH:3]=[C:4]([N:8]2[CH2:9][CH2:10][N:11]([CH2:14][CH2:15][O:16][C:17](=[O:28])[NH:18][C:19]3[CH:24]=[CH:23][CH:22]=[CH:21][C:20]=3[O:25][CH2:26][CH3:27])[CH2:12][CH2:13]2)[CH:5]=[CH:6][CH:7]=1)(=[O:31])[CH3:30]. (3) Given the reactants [Cl:1][C:2]1[N:10]=[C:9]2[C:5]([N:6]=[CH:7][N:8]2[C@@H:11]2[CH2:15][C@H:14]([NH:16][C:17](=[O:20])[CH2:18][CH3:19])[C@@H:13]([OH:21])[C@H:12]2[OH:22])=[C:4]([NH:23]C2CCCC2)[N:3]=1.[S:29]1[C:33]2[CH:34]=[CH:35][CH:36]=[CH:37][C:32]=2[N:31]=[C:30]1[S:38][CH2:39][C@@H:40](N)[CH3:41], predict the reaction product. The product is: [S:29]1[C:33]2[CH:34]=[CH:35][CH:36]=[CH:37][C:32]=2[N:31]=[C:30]1[S:38][CH2:39][C@H:40]([NH:23][C:4]1[N:3]=[C:2]([Cl:1])[N:10]=[C:9]2[C:5]=1[N:6]=[CH:7][N:8]2[C@@H:11]1[CH2:15][C@H:14]([NH:16][C:17](=[O:20])[CH2:18][CH3:19])[C@@H:13]([OH:21])[C@H:12]1[OH:22])[CH3:41]. (4) Given the reactants [Br:1][C:2]1[CH:3]=[C:4]([C:11]([O:13][CH2:14][CH3:15])=[O:12])[C:5]2[CH:10]=[N:9][NH:8][C:6]=2[N:7]=1.C([O-])([O-])=O.[K+].[K+].Br[CH:23]1[CH2:26][O:25][CH2:24]1, predict the reaction product. The product is: [Br:1][C:2]1[CH:3]=[C:4]([C:11]([O:13][CH2:14][CH3:15])=[O:12])[C:5]2[CH:10]=[N:9][N:8]([CH:23]3[CH2:26][O:25][CH2:24]3)[C:6]=2[N:7]=1.